This data is from HIV replication inhibition screening data with 41,000+ compounds from the AIDS Antiviral Screen. The task is: Binary Classification. Given a drug SMILES string, predict its activity (active/inactive) in a high-throughput screening assay against a specified biological target. (1) The compound is Clc1nncc2sc(-c3ccccc3)nc12. The result is 0 (inactive). (2) The compound is CCN1C(=CC=Cc2ccc3ccccc3[n+]2CC)C=Cc2ccccc21. The result is 0 (inactive). (3) The molecule is CN(C)c1ccc(C=CC(=O)C(C)(C)C)cc1Br. The result is 0 (inactive). (4) The molecule is CC(O)C1OC(n2cnc3c(O)nc(N)nc32)C(O)C1O. The result is 0 (inactive). (5) The compound is COc1ccc(C=C2N=C(N3CCCCC3)NC2=O)cc1. The result is 0 (inactive).